Predict the reactants needed to synthesize the given product. From a dataset of Full USPTO retrosynthesis dataset with 1.9M reactions from patents (1976-2016). (1) Given the product [C:1]1([S:7]([N:10]2[C:14]3=[N:15][CH:16]=[CH:17][CH:18]=[C:13]3[CH:12]=[C:11]2[C:19]([C:45]2[CH:44]=[CH:43][C:42]([NH:41][S:38]([CH3:37])(=[O:39])=[O:40])=[CH:47][CH:46]=2)=[CH:20][CH:21]2[CH2:22][CH2:23][CH2:24][CH2:25]2)(=[O:9])=[O:8])[CH:6]=[CH:5][CH:4]=[CH:3][CH:2]=1, predict the reactants needed to synthesize it. The reactants are: [C:1]1([S:7]([N:10]2[C:14]3=[N:15][CH:16]=[CH:17][CH:18]=[C:13]3[CH:12]=[C:11]2[C:19](OS(C2C=CC(C)=CC=2)(=O)=O)=[CH:20][CH:21]2[CH2:25][CH2:24][CH2:23][CH2:22]2)(=[O:9])=[O:8])[CH:6]=[CH:5][CH:4]=[CH:3][CH:2]=1.[CH3:37][S:38]([NH:41][C:42]1[CH:47]=[CH:46][C:45](B2OC(C)(C)C(C)(C)O2)=[CH:44][CH:43]=1)(=[O:40])=[O:39].C(=O)([O-])[O-].[Na+].[Na+]. (2) The reactants are: [CH2:1]([O:8][C:9](=[O:17])[NH:10][C:11]1([C:14](=[O:16])[NH2:15])[CH2:13][CH2:12]1)[C:2]1[CH:7]=[CH:6][CH:5]=[CH:4][CH:3]=1.CO[CH:20](OC)[N:21]([CH3:23])[CH3:22]. Given the product [CH2:1]([O:8][C:9](=[O:17])[NH:10][C:11]1([C:14](=[O:16])/[N:15]=[CH:20]/[N:21]([CH3:23])[CH3:22])[CH2:12][CH2:13]1)[C:2]1[CH:3]=[CH:4][CH:5]=[CH:6][CH:7]=1, predict the reactants needed to synthesize it. (3) Given the product [CH2:1]([O:2][C:3](=[O:20])[CH:4]=[CH:5][C:6]1[CH:7]=[CH:8][C:9]([C:12]2[CH:17]=[CH:16][C:15]([O:18][CH2:34][C:33]3[N:29]([C:23]4[C:22]([Cl:21])=[CH:27][CH:26]=[CH:25][C:24]=4[Cl:28])[N:30]=[CH:31][C:32]=3[CH:36]([CH3:38])[CH3:37])=[CH:14][C:13]=2[CH3:19])=[CH:10][CH:11]=1)[CH3:41], predict the reactants needed to synthesize it. The reactants are: [CH3:1][O:2][C:3](=[O:20])[CH:4]=[CH:5][C:6]1[CH:11]=[CH:10][C:9]([C:12]2[CH:17]=[CH:16][C:15]([OH:18])=[CH:14][C:13]=2[CH3:19])=[CH:8][CH:7]=1.[Cl:21][C:22]1[CH:27]=[CH:26][CH:25]=[C:24]([Cl:28])[C:23]=1[N:29]1[C:33]([CH2:34]O)=[C:32]([CH:36]([CH3:38])[CH3:37])[CH:31]=[N:30]1.N(C(N1CCCCC1)=O)=N[C:41](N1CCCCC1)=O.C(P(CCCC)CCCC)CCC. (4) Given the product [Li+:26].[C:20]([C:17]1[CH:16]=[CH:15][C:14]([N:11]2[CH2:10][CH2:9][N:8]([CH2:7][CH2:6][CH2:5][C:4]([O-:24])=[O:3])[CH2:13][CH2:12]2)=[CH:19][CH:18]=1)([CH3:23])([CH3:21])[CH3:22], predict the reactants needed to synthesize it. The reactants are: C([O:3][C:4](=[O:24])[CH2:5][CH2:6][CH2:7][N:8]1[CH2:13][CH2:12][N:11]([C:14]2[CH:19]=[CH:18][C:17]([C:20]([CH3:23])([CH3:22])[CH3:21])=[CH:16][CH:15]=2)[CH2:10][CH2:9]1)C.[OH-].[Li+:26].C(#N)C. (5) Given the product [F:9][C:10]1[CH:18]=[C:17]([O:19][Si:5]([C:1]([CH3:4])([CH3:3])[CH3:2])([CH3:7])[CH3:6])[CH:16]=[C:15]([F:20])[C:11]=1[C:12]([OH:14])=[O:13], predict the reactants needed to synthesize it. The reactants are: [C:1]([Si:5](Cl)([CH3:7])[CH3:6])([CH3:4])([CH3:3])[CH3:2].[F:9][C:10]1[CH:18]=[C:17]([OH:19])[CH:16]=[C:15]([F:20])[C:11]=1[C:12]([OH:14])=[O:13].C(N(CC)C(C)C)(C)C. (6) Given the product [NH2:10][C:9]1[N:3]=[C:2]([Br:13])[C:4]([C:11]#[N:12])=[C:5]([S:6][CH3:7])[N:8]=1, predict the reactants needed to synthesize it. The reactants are: [Na].[C:2]([C:4]([C:11]#[N:12])=[C:5]([NH:8][C:9]#[N:10])[S:6][CH3:7])#[N:3].[BrH:13]. (7) Given the product [C:19]([C:23]1[NH:27][N:26]=[C:25]([NH:28][CH:8]=[C:9]2[C:17]3[C:12](=[CH:13][CH:14]=[CH:15][CH:16]=3)[NH:11][C:10]2=[O:18])[CH:24]=1)([CH3:22])([CH3:21])[CH3:20], predict the reactants needed to synthesize it. The reactants are: NC1C=CNN=1.O/[CH:8]=[C:9]1\[C:10](=[O:18])[NH:11][C:12]2[C:17]\1=[CH:16][CH:15]=[CH:14][CH:13]=2.[C:19]([C:23]1[NH:27][N:26]=[C:25]([NH2:28])[CH:24]=1)([CH3:22])([CH3:21])[CH3:20].